This data is from Reaction yield outcomes from USPTO patents with 853,638 reactions. The task is: Predict the reaction yield, written as a fraction of the theoretical maximum amount of product (1.0 means a 100% yield; for example, 0.34 means a 34% yield). (1) The yield is 0.160. The catalyst is C(Cl)(Cl)Cl. The product is [CH2:1]([O:3][C:4](=[O:14])[CH2:5][CH2:6][C:7]1[CH:12]=[CH:11][C:10]([Br:15])=[C:9]([OH:13])[CH:8]=1)[CH3:2]. The reactants are [CH2:1]([O:3][C:4](=[O:14])[CH2:5][CH2:6][C:7]1[CH:12]=[CH:11][CH:10]=[C:9]([OH:13])[CH:8]=1)[CH3:2].[Br:15]N1C(=O)CCC1=O. (2) The reactants are Cl[C:2]1[N:7]2[N:8]=[C:9]([NH:11][C:12](=[O:19])[C:13]3[CH:18]=[CH:17][CH:16]=[N:15][CH:14]=3)[N:10]=[C:6]2[CH:5]=[CH:4][CH:3]=1.[CH:20]1([SH:26])[CH2:25][CH2:24][CH2:23][CH2:22][CH2:21]1. The catalyst is C1COCC1. The product is [CH:20]1([S:26][C:2]2[N:7]3[N:8]=[C:9]([NH:11][C:12](=[O:19])[C:13]4[CH:18]=[CH:17][CH:16]=[N:15][CH:14]=4)[N:10]=[C:6]3[CH:5]=[CH:4][CH:3]=2)[CH2:25][CH2:24][CH2:23][CH2:22][CH2:21]1. The yield is 0.440. (3) The product is [CH:14]1([CH:18]([C:20]2[CH:25]=[CH:24][CH:23]=[CH:22][N:21]=2)[NH:19][C:11]([C:8]2[CH:9]=[C:10]3[C:5](=[CH:6][CH:7]=2)[NH:4][N:3]=[C:2]3[I:1])=[O:13])[CH2:15][CH2:16][CH2:17]1. The catalyst is CN(C=O)C. The yield is 0.690. The reactants are [I:1][C:2]1[C:10]2[C:5](=[CH:6][CH:7]=[C:8]([C:11]([OH:13])=O)[CH:9]=2)[NH:4][N:3]=1.[CH:14]1([CH:18]([C:20]2[CH:25]=[CH:24][CH:23]=[CH:22][N:21]=2)[NH2:19])[CH2:17][CH2:16][CH2:15]1.CN(C(ON1N=NC2C=CC=CC1=2)=[N+](C)C)C.[B-](F)(F)(F)F.CCN(C(C)C)C(C)C. (4) The reactants are [Cl:1][C:2]1[N:7]=[CH:6][C:5]([CH2:8][N:9]([CH2:16][CH:17](Cl)[F:18])[C:10]2[CH2:14][O:13][C:12](=[O:15])[CH:11]=2)=[CH:4][CH:3]=1.[OH-].[K+].[CH2:22](O)C. No catalyst specified. The product is [Cl:1][C:2]1[N:7]=[CH:6][C:5]([CH2:8][N:9]([CH:16]=[CH:17][F:18])[C:10]2[CH:14]([CH3:22])[O:13][C:12](=[O:15])[CH:11]=2)=[CH:4][CH:3]=1. The yield is 0.940.